From a dataset of Reaction yield outcomes from USPTO patents with 853,638 reactions. Predict the reaction yield, written as a fraction of the theoretical maximum amount of product (1.0 means a 100% yield; for example, 0.34 means a 34% yield). (1) The reactants are Cl[C:2]1[CH:3]=[C:4]([NH:9][C:10]2[CH:14]=[CH:13][N:12]([CH3:15])[N:11]=2)[C:5](=[O:8])[NH:6][N:7]=1.[C:16]([C:20]1[S:21][C:22]2[C:27](=[O:28])[N:26]([C:29]3[CH:34]=[CH:33][CH:32]=[C:31](B4OC(C)(C)C(C)(C)O4)[C:30]=3[CH3:44])[CH2:25][C:23]=2[N:24]=1)([CH3:19])([CH3:18])[CH3:17].P([O-])([O-])([O-])=O.[K+].[K+].[K+].O.COC1C=CC=C(OC)C=1C1C=CC=CC=1P(C1CCCCC1)C1CCCCC1. The catalyst is C1C=CC(/C=C/C(/C=C/C2C=CC=CC=2)=O)=CC=1.C1C=CC(/C=C/C(/C=C/C2C=CC=CC=2)=O)=CC=1.C1C=CC(/C=C/C(/C=C/C2C=CC=CC=2)=O)=CC=1.[Pd].[Pd].O1CCOCC1. The product is [C:16]([C:20]1[S:21][C:22]2[C:27](=[O:28])[N:26]([C:29]3[CH:34]=[CH:33][CH:32]=[C:31]([C:2]4[CH:3]=[C:4]([NH:9][C:10]5[CH:14]=[CH:13][N:12]([CH3:15])[N:11]=5)[C:5](=[O:8])[NH:6][N:7]=4)[C:30]=3[CH3:44])[CH2:25][C:23]=2[N:24]=1)([CH3:19])([CH3:18])[CH3:17]. The yield is 0.310. (2) The reactants are O=[C:2]1[CH2:6][CH2:5][N:4]([C:7]([O:9][C:10]([CH3:13])([CH3:12])[CH3:11])=[O:8])[CH2:3]1.[C-:14]#[N:15].[K+].S(=O)(O)[O-].[Na+].CCN(S(F)(F)[F:28])CC. The catalyst is C1COCC1.O. The product is [C:14]([C:2]1([F:28])[CH2:6][CH2:5][N:4]([C:7]([O:9][C:10]([CH3:13])([CH3:12])[CH3:11])=[O:8])[CH2:3]1)#[N:15]. The yield is 0.200. (3) The reactants are [NH2:1][CH2:2][CH2:3][C:4]([O:6][CH3:7])=[O:5].[C:8]1(=O)[CH2:12][CH2:11][CH2:10][CH2:9]1.C([O-])(=O)C.[Na+].C(O[BH-](OC(=O)C)OC(=O)C)(=O)C.[Na+].C(=O)(O)[O-].[Na+].[OH-].[Na+]. The catalyst is C(Cl)Cl. The product is [CH:8]1([NH:1][CH2:2][CH2:3][C:4]([O:6][CH3:7])=[O:5])[CH2:12][CH2:11][CH2:10][CH2:9]1. The yield is 0.550. (4) The catalyst is C1(C)C=CC=CC=1. The reactants are [Cl:1][C:2]1[CH:7]=[C:6]2[NH:8][C:9](=[O:34])[C:10]3([CH:15]([C:16]4[CH:21]=[CH:20][CH:19]=[C:18]([Cl:22])[CH:17]=4)[CH2:14][C:13](=O)[NH:12][CH:11]3[C:24]3[CH:29]=[CH:28][CH:27]=[CH:26][C:25]=3[C:30]([F:33])([F:32])[F:31])[C:5]2=[CH:4][CH:3]=1.COC1C=CC(P2(=S)SP(=S)(C3C=CC(OC)=CC=3)[S:44]2)=CC=1. The product is [Cl:1][C:2]1[CH:7]=[C:6]2[NH:8][C:9](=[O:34])[C:10]3([CH:15]([C:16]4[CH:21]=[CH:20][CH:19]=[C:18]([Cl:22])[CH:17]=4)[CH2:14][C:13](=[S:44])[NH:12][CH:11]3[C:24]3[CH:29]=[CH:28][CH:27]=[CH:26][C:25]=3[C:30]([F:33])([F:32])[F:31])[C:5]2=[CH:4][CH:3]=1. The yield is 0.360. (5) The reactants are Cl.[CH3:2][NH:3][O:4][CH3:5].CCN(C(C)C)C(C)C.C[Al](C)C.[F:19][CH:20]([F:41])[O:21][C:22]1[CH:27]=[CH:26][CH:25]=[CH:24][C:23]=1[N:28]1[CH:33]=[C:32]([O:34][CH3:35])[C:31](=[O:36])[C:30]([C:37]([O:39]C)=O)=[N:29]1. The catalyst is C(Cl)Cl. The product is [F:41][CH:20]([F:19])[O:21][C:22]1[CH:27]=[CH:26][CH:25]=[CH:24][C:23]=1[N:28]1[CH:33]=[C:32]([O:34][CH3:35])[C:31](=[O:36])[C:30]([C:37]([N:3]([O:4][CH3:5])[CH3:2])=[O:39])=[N:29]1. The yield is 0.750. (6) The reactants are Cl[C:2]1[N:9]=[CH:8][CH:7]=[CH:6][C:3]=1[CH:4]=[O:5].[CH3:10][O:11][C:12]([C:14]1[CH:19]=[CH:18][C:17](B(O)O)=[CH:16][CH:15]=1)=[O:13]. The catalyst is COCCOC.C1C=CC(P(C2C=CC=CC=2)[C-]2C=CC=C2)=CC=1.C1C=CC(P(C2C=CC=CC=2)[C-]2C=CC=C2)=CC=1.Cl[Pd]Cl.[Fe+2].ClCCl. The product is [CH:4]([C:3]1[C:2]([C:17]2[CH:18]=[CH:19][C:14]([C:12]([O:11][CH3:10])=[O:13])=[CH:15][CH:16]=2)=[N:9][CH:8]=[CH:7][CH:6]=1)=[O:5]. The yield is 0.770. (7) The reactants are C(O[C:5]1([C:14]#[C:15][C:16]2[CH:21]=[CH:20][CH:19]=[CH:18][C:17]=2[O:22][CH3:23])[CH:13]=[C:9]([C:10]([OH:12])=O)[CH:8]=[CH:7][CH2:6]1)(C)C.[NH2:24][CH:25]([CH2:28][C:29]1[C:37]2[C:32](=[N:33][CH:34]=[CH:35][CH:36]=2)[NH:31][CH:30]=1)[CH2:26][OH:27].C1C=CC2N([OH:47])N=NC=2C=1.CCN=C=N[CH2:53][CH2:54][CH2:55]N(C)C. The catalyst is CN(C=O)C.O. The product is [OH:27][CH2:26][CH:25]([NH:24][C:10](=[O:12])[C:9]1[CH:13]=[C:5]([C:14]#[C:15][C:16]2[CH:21]=[CH:20][CH:19]=[CH:18][C:17]=2[O:22][CH3:23])[CH:6]=[CH:7][C:8]=1[O:47][CH:54]([CH3:55])[CH3:53])[CH2:28][C:29]1[C:37]2[C:32](=[N:33][CH:34]=[CH:35][CH:36]=2)[NH:31][CH:30]=1. The yield is 0.470. (8) The reactants are C(N(C(C)C)C(C)C)C.[Br:10][C:11]1[CH:12]=[N:13][CH:14]=[CH:15][C:16]=1[CH2:17][O:18][C:19]1[CH:20]=[N:21][C:22]([N:25]2[CH2:30][CH2:29][N:28](/[C:31](=[N:33]/[OH:34])/[NH2:32])[CH2:27][C@H:26]2[CH3:35])=[N:23][CH:24]=1.[CH:36]1([C:39](O)=O)[CH2:38][CH2:37]1.ON1C2C=CC=CC=2N=N1.Cl.CN(C)CCCN=C=NCC. The catalyst is CN(C=O)C.C(OCC)(=O)C. The product is [Br:10][C:11]1[CH:12]=[N:13][CH:14]=[CH:15][C:16]=1[CH2:17][O:18][C:19]1[CH:20]=[N:21][C:22]([N:25]2[CH2:30][CH2:29][N:28]([C:31]3[N:32]=[C:39]([CH:36]4[CH2:38][CH2:37]4)[O:34][N:33]=3)[CH2:27][C@H:26]2[CH3:35])=[N:23][CH:24]=1. The yield is 0.550. (9) The reactants are [Cl:1][C:2]1[CH:7]=[CH:6][C:5]([C:8]([CH3:13])([CH3:12])C(Cl)=O)=[CH:4][CH:3]=1.[N-:14]=[N+]=[N-].[Na+].C[C:19](C)=[O:20]. The catalyst is O. The product is [Cl:1][C:2]1[CH:3]=[CH:4][C:5]([C:8]([N:14]=[C:19]=[O:20])([CH3:12])[CH3:13])=[CH:6][CH:7]=1. The yield is 0.960.